Task: Regression. Given two drug SMILES strings and cell line genomic features, predict the synergy score measuring deviation from expected non-interaction effect.. Dataset: NCI-60 drug combinations with 297,098 pairs across 59 cell lines (1) Drug 1: C1CC(=O)NC(=O)C1N2CC3=C(C2=O)C=CC=C3N. Drug 2: CN1C(=O)N2C=NC(=C2N=N1)C(=O)N. Cell line: OVCAR-8. Synergy scores: CSS=-1.33, Synergy_ZIP=1.01, Synergy_Bliss=1.04, Synergy_Loewe=-0.547, Synergy_HSA=-1.43. (2) Drug 2: CN(CCCl)CCCl.Cl. Drug 1: CCC1=C2CN3C(=CC4=C(C3=O)COC(=O)C4(CC)O)C2=NC5=C1C=C(C=C5)O. Cell line: OVCAR3. Synergy scores: CSS=34.1, Synergy_ZIP=-2.99, Synergy_Bliss=-3.65, Synergy_Loewe=-28.3, Synergy_HSA=-2.63.